Dataset: Forward reaction prediction with 1.9M reactions from USPTO patents (1976-2016). Task: Predict the product of the given reaction. (1) Given the reactants [Cl:1][C:2]1[CH:7]=[C:6]([C:8]([F:11])([F:10])[F:9])[CH:5]=[C:4]([Cl:12])[C:3]=1[NH:13][S:14]([NH:17][CH2:18][C:19]([O:21][CH2:22][CH3:23])=[O:20])(=[O:16])=[O:15].[CH3:24][CH:25]([CH2:28]O)[CH2:26]O.C1(P(C2C=CC=CC=2)C2C=CC=CC=2)C=CC=CC=1.CC(OC(/N=N/C(OC(C)C)=O)=O)C, predict the reaction product. The product is: [Cl:1][C:2]1[CH:7]=[C:6]([C:8]([F:10])([F:9])[F:11])[CH:5]=[C:4]([Cl:12])[C:3]=1[N:13]1[S:14](=[O:15])(=[O:16])[N:17]([CH2:18][C:19]([O:21][CH2:22][CH3:23])=[O:20])[CH2:26][CH:25]([CH3:28])[CH2:24]1. (2) Given the reactants [OH:1][C:2]1[CH:15]=[CH:14][C:5]([C:6]([C:8]2[CH:13]=[CH:12][CH:11]=[CH:10][CH:9]=2)=[O:7])=[CH:4][CH:3]=1.C(=O)([O-])[O-].[K+].[K+].[CH3:22][C:23]([CH3:25])=O.C(Br)C=C, predict the reaction product. The product is: [CH2:25]([O:1][C:2]1[CH:3]=[CH:4][C:5]([C:6]([C:8]2[CH:13]=[CH:12][CH:11]=[CH:10][CH:9]=2)=[O:7])=[CH:14][CH:15]=1)[CH:23]=[CH2:22]. (3) Given the reactants [CH2:1]([N:5]1[C:10]([NH:11][N:12]=[CH:13][C:14]2[C:23]3[C:18](=[CH:19][CH:20]=[CH:21][CH:22]=3)[CH:17]=[CH:16][CH:15]=2)=[CH:9][C:8](=[O:24])[N:7]([CH3:25])[C:6]1=[O:26])[CH:2]([CH3:4])[CH3:3].[C:27]([C:29]1[CH:30]=[C:31]([CH:34]=[CH:35][CH:36]=1)[CH:32]=O)#[N:28].C(N(CC)CC)C, predict the reaction product. The product is: [CH2:1]([N:5]1[C:10]2=[N:11][N:12]([CH2:13][C:14]3[C:23]4[C:18](=[CH:19][CH:20]=[CH:21][CH:22]=4)[CH:17]=[CH:16][CH:15]=3)[C:32]([C:31]3[CH:30]=[C:29]([CH:36]=[CH:35][CH:34]=3)[C:27]#[N:28])=[C:9]2[C:8](=[O:24])[N:7]([CH3:25])[C:6]1=[O:26])[CH:2]([CH3:4])[CH3:3]. (4) Given the reactants [CH3:1][OH:2].N.[Si:4](OC)(OC)(OC)[O:5][CH3:6], predict the reaction product. The product is: [CH3:6][O-:5].[CH3:1][O-:2].[CH3:6][O-:5].[CH3:6][O-:5].[Si+4:4]. (5) Given the reactants Br[C:2]1[C:3]2[C:4]3[CH:17]=[CH:16][S:15][C:5]=3[C:6](=[O:14])[NH:7][C:8]=2[CH:9]=[CH:10][C:11]=1[O:12][CH3:13].[C:18]([O:22][C:23]([NH:25][CH2:26][CH:27]1[CH2:32][CH2:31][N:30]([CH2:33][C:34]2[CH:39]=[CH:38][C:37](B(O)O)=[CH:36][CH:35]=2)[CH2:29][CH2:28]1)=[O:24])([CH3:21])([CH3:20])[CH3:19], predict the reaction product. The product is: [C:18]([O:22][C:23](=[O:24])[NH:25][CH2:26][CH:27]1[CH2:32][CH2:31][N:30]([CH2:33][C:34]2[CH:35]=[CH:36][C:37]([C:2]3[C:3]4[C:4]5[CH:17]=[CH:16][S:15][C:5]=5[C:6](=[O:14])[NH:7][C:8]=4[CH:9]=[CH:10][C:11]=3[O:12][CH3:13])=[CH:38][CH:39]=2)[CH2:29][CH2:28]1)([CH3:21])([CH3:19])[CH3:20]. (6) Given the reactants [CH3:1][CH:2]([CH2:6][CH3:7])[C:3](O)=[O:4].C([N:13]1[CH2:18][CH2:17][CH:16]([NH:19][C:20]([NH:22][C:23]2[CH:28]=[CH:27][C:26]([C:29]([F:32])([F:31])[F:30])=[CH:25][CH:24]=2)=[O:21])[CH2:15][CH2:14]1)(=O)C(C)C, predict the reaction product. The product is: [CH3:1][CH:2]([CH2:6][CH3:7])[C:3]([N:13]1[CH2:18][CH2:17][CH:16]([NH:19][C:20]([NH:22][C:23]2[CH:28]=[CH:27][C:26]([C:29]([F:30])([F:31])[F:32])=[CH:25][CH:24]=2)=[O:21])[CH2:15][CH2:14]1)=[O:4]. (7) Given the reactants Cl[C:2]1[C:7]([CH:8]=O)=[C:6](Cl)[N:5]=[CH:4][N:3]=1.[NH2:11][CH2:12][C@@H:13]([OH:24])[CH2:14][O:15][C:16]1[CH:21]=[CH:20][C:19]([CH3:22])=[CH:18][C:17]=1[CH3:23].CCN(CC)CC.[NH2:32][C:33]1[CH:34]=[C:35]2[C:39](=[CH:40][C:41]=1[NH2:42])[C:38](=[O:43])[N:37]([CH:44]1[CH2:49][CH2:48][N:47]([CH3:50])[CH2:46][CH2:45]1)[C:36]2=[O:51].Cl.CC(N(C)C)=[O:55], predict the reaction product. The product is: [CH3:23][C:17]1[CH:18]=[C:19]([CH3:22])[CH:20]=[CH:21][C:16]=1[O:15][CH2:14][C@H:13]([OH:24])[CH2:12][NH:11][C:6]1[N:5]=[CH:4][NH:3][C:2](=[O:55])[C:7]=1[C:8]1[NH:32][C:33]2[C:41]([N:42]=1)=[CH:40][C:39]1[C:38](=[O:43])[N:37]([CH:44]3[CH2:45][CH2:46][N:47]([CH3:50])[CH2:48][CH2:49]3)[C:36](=[O:51])[C:35]=1[CH:34]=2. (8) Given the reactants [F:1][C:2]1[CH:3]=[C:4]([CH2:11][C:12]([CH3:19])([CH3:18])[C:13]([O:15][CH2:16][CH3:17])=[O:14])[CH:5]=[C:6]([F:10])[C:7]=1[O:8]C.B(Br)(Br)Br, predict the reaction product. The product is: [F:1][C:2]1[CH:3]=[C:4]([CH2:11][C:12]([CH3:18])([CH3:19])[C:13]([O:15][CH2:16][CH3:17])=[O:14])[CH:5]=[C:6]([F:10])[C:7]=1[OH:8].